From a dataset of Full USPTO retrosynthesis dataset with 1.9M reactions from patents (1976-2016). Predict the reactants needed to synthesize the given product. (1) The reactants are: [CH2:1]([C:3]1[CH:11]=[C:10]2[C:6]([CH:7]=[CH:8][N:9]2[C:12]2[CH:17]=[CH:16][C:15]([O:18]C)=[C:14]([F:20])[CH:13]=2)=[C:5]([O:21]C)[CH:4]=1)[CH3:2].B(Br)(Br)Br. Given the product [CH2:1]([C:3]1[CH:4]=[C:5]([OH:21])[C:6]2[CH:7]=[CH:8][N:9]([C:12]3[CH:17]=[CH:16][C:15]([OH:18])=[C:14]([F:20])[CH:13]=3)[C:10]=2[CH:11]=1)[CH3:2], predict the reactants needed to synthesize it. (2) Given the product [C:1]([S:20][CH2:24][C:25]1[CH:32]=[CH:31][C:28]([C:29]#[N:30])=[CH:27][CH:26]=1)([C:8]1[CH:13]=[CH:12][CH:11]=[CH:10][CH:9]=1)([C:14]1[CH:15]=[CH:16][CH:17]=[CH:18][CH:19]=1)[C:2]1[CH:3]=[CH:4][CH:5]=[CH:6][CH:7]=1, predict the reactants needed to synthesize it. The reactants are: [C:1]([SH:20])([C:14]1[CH:19]=[CH:18][CH:17]=[CH:16][CH:15]=1)([C:8]1[CH:13]=[CH:12][CH:11]=[CH:10][CH:9]=1)[C:2]1[CH:7]=[CH:6][CH:5]=[CH:4][CH:3]=1.[H-].[Na+].Br[CH2:24][C:25]1[CH:32]=[CH:31][C:28]([C:29]#[N:30])=[CH:27][CH:26]=1. (3) Given the product [F:3][CH2:4][O:5][C:6]1[CH:7]=[CH:8][C:9]([C:12]([OH:14])=[O:13])=[N:10][CH:11]=1, predict the reactants needed to synthesize it. The reactants are: [OH-].[Na+].[F:3][CH2:4][O:5][C:6]1[CH:7]=[CH:8][C:9]([C:12]([O:14]C)=[O:13])=[N:10][CH:11]=1.Cl.[Na+].[Cl-]. (4) Given the product [ClH:40].[CH3:1][N:2]1[C:6]([CH3:7])=[C:5]([S:8]([N:11]2[C:15]([C:16]3[C:17]([F:22])=[N:18][CH:19]=[CH:20][CH:21]=3)=[C:14]([F:23])[C:13]([CH2:24][NH:25][CH3:26])=[CH:12]2)(=[O:9])=[O:10])[CH:4]=[N:3]1, predict the reactants needed to synthesize it. The reactants are: [CH3:1][N:2]1[C:6]([CH3:7])=[C:5]([S:8]([N:11]2[C:15]([C:16]3[C:17]([F:22])=[N:18][CH:19]=[CH:20][CH:21]=3)=[C:14]([F:23])[C:13]([CH2:24][N:25](C)[C:26](=O)OC(C)(C)C)=[CH:12]2)(=[O:10])=[O:9])[CH:4]=[N:3]1.C(OCC)(=O)C.[ClH:40]. (5) Given the product [C:22]([O:21][C:19]([N:7]1[CH2:8][C@@H:9]([S:11][C:12]2[CH:13]=[CH:14][C:15]([Br:18])=[CH:16][CH:17]=2)[CH2:10][C@H:6]1[C:4]([OH:5])=[O:3])=[O:20])([CH3:25])([CH3:23])[CH3:24], predict the reactants needed to synthesize it. The reactants are: CC[O:3][C:4]([C@@H:6]1[CH2:10][C@H:9]([S:11][C:12]2[CH:17]=[CH:16][C:15]([Br:18])=[CH:14][CH:13]=2)[CH2:8][N:7]1[C:19]([O:21][C:22]([CH3:25])([CH3:24])[CH3:23])=[O:20])=[O:5].[OH-].[Na+]. (6) Given the product [Cl:31][C:25]1[CH:26]=[C:27]([F:30])[CH:28]=[CH:29][C:24]=1[CH2:23][NH2:20], predict the reactants needed to synthesize it. The reactants are: C1(P(C2C=CC=CC=2)C2C=CC=CC=2)C=CC=CC=1.[N:20]([CH2:23][C:24]1[CH:29]=[CH:28][C:27]([F:30])=[CH:26][C:25]=1[Cl:31])=[N+]=[N-].N#N.CO. (7) Given the product [Cl:60][C:57]1[CH:58]=[CH:59][C:54]([CH:53]=[CH:52][CH2:51][N:38]2[C:37](=[O:61])[C:36]([CH2:33][OH:34])=[CH:41][C:40]([C:42]3[CH:43]=[CH:44][C:45]4[O:49][CH2:48][CH2:47][C:46]=4[CH:50]=3)=[N:39]2)=[CH:55][CH:56]=1, predict the reactants needed to synthesize it. The reactants are: ClC1C=CC(CN2C(=O)C(CN3CCN(C)CC3)=CC(C3C=CC4OCCC=4C=3)=N2)=CC=1.[C:33]([C:36]1[C:37](=[O:61])[N:38]([CH2:51][CH:52]=[CH:53][C:54]2[CH:59]=[CH:58][C:57]([Cl:60])=[CH:56][CH:55]=2)[N:39]=[C:40]([C:42]2[CH:43]=[CH:44][C:45]3[O:49][CH2:48][CH2:47][C:46]=3[CH:50]=2)[CH:41]=1)(O)=[O:34]. (8) Given the product [CH3:22][O:21][C:17]([C:18]1[S:19][C:2]2[CH2:7][CH:6]([CH3:8])[CH2:5][CH2:4][C:3]=2[CH:9]=1)=[O:20], predict the reactants needed to synthesize it. The reactants are: Cl[C:2]1[CH2:7][CH:6]([CH3:8])[CH2:5][CH2:4][C:3]=1[CH:9]=O.C(=O)([O-])[O-].[K+].[K+].[C:17]([O:21][CH3:22])(=[O:20])[CH2:18][SH:19]. (9) Given the product [CH:34]1([CH2:37][NH:38][C:3](=[O:5])[CH:2]([OH:1])[CH:6]([NH:14][C:15](=[O:33])[C:16]2[CH:21]=[CH:20][CH:19]=[N:18][C:17]=2[N:22]2[CH:26]=[CH:25][C:24]([C:27]3[CH:28]=[CH:29][CH:30]=[CH:31][CH:32]=3)=[N:23]2)[CH2:7][C:8]2[CH:13]=[CH:12][CH:11]=[CH:10][CH:9]=2)[CH2:36][CH2:35]1, predict the reactants needed to synthesize it. The reactants are: [OH:1][CH:2]([CH:6]([NH:14][C:15](=[O:33])[C:16]1[CH:21]=[CH:20][CH:19]=[N:18][C:17]=1[N:22]1[CH:26]=[CH:25][C:24]([C:27]2[CH:32]=[CH:31][CH:30]=[CH:29][CH:28]=2)=[N:23]1)[CH2:7][C:8]1[CH:13]=[CH:12][CH:11]=[CH:10][CH:9]=1)[C:3]([OH:5])=O.[CH:34]1([CH2:37][NH2:38])[CH2:36][CH2:35]1.